The task is: Predict the product of the given reaction.. This data is from Forward reaction prediction with 1.9M reactions from USPTO patents (1976-2016). (1) Given the reactants [CH3:1][S:2](Cl)(=[O:4])=[O:3].[CH2:6]([O:13][CH2:14][C@@H:15]1[O:19][C:18]([CH3:21])([CH3:20])[O:17][C@H:16]1[CH2:22][OH:23])[C:7]1[CH:12]=[CH:11][CH:10]=[CH:9][CH:8]=1.C(N(CC)CC)C.O, predict the reaction product. The product is: [CH3:1][S:2]([O:23][CH2:22][C@H:16]1[C@H:15]([CH2:14][O:13][CH2:6][C:7]2[CH:12]=[CH:11][CH:10]=[CH:9][CH:8]=2)[O:19][C:18]([CH3:20])([CH3:21])[O:17]1)(=[O:4])=[O:3]. (2) Given the reactants [F:1][C:2]1([F:26])[CH2:7][CH2:6][C:5]([CH2:9][NH:10][C:11]([C:13]2[C:14]3[CH:15]=[CH:16][C:17](Cl)=[N:18][C:19]=3[CH:20]=[CH:21][C:22]=2[Cl:23])=[O:12])([OH:8])[CH2:4][CH:3]1[CH3:25].CCN(C(C)C)C(C)C.[CH3:36][N:37]([CH3:43])[C@@H:38]1[CH2:42][CH2:41][NH:40][CH2:39]1, predict the reaction product. The product is: [F:1][C:2]1([F:26])[CH2:7][CH2:6][C:5]([CH2:9][NH:10][C:11]([C:13]2[C:14]3[CH:15]=[CH:16][C:17]([N:40]4[CH2:41][CH2:42][C@@H:38]([N:37]([CH3:43])[CH3:36])[CH2:39]4)=[N:18][C:19]=3[CH:20]=[CH:21][C:22]=2[Cl:23])=[O:12])([OH:8])[CH2:4][CH:3]1[CH3:25]. (3) Given the reactants [CH3:1][CH:2]([CH2:4][N:5]([S:29]([C:32]1[CH:33]=[CH:34][C:35]([NH2:38])=[CH:36][CH:37]=1)(=[O:31])=[O:30])[CH2:6][C@@H:7]([OH:28])[C@@H:8]([NH:16][C:17]([O:19][C@@H:20]1[C@@H:24]2[CH2:25][CH2:26][O:27][C@@H:23]2[O:22][CH2:21]1)=[O:18])[CH2:9][C:10]1[CH:11]=[CH:12][CH:13]=[CH:14][CH:15]=1)[CH3:3], predict the reaction product. The product is: [CH3:3][CH:2]([CH2:4][N:5]([S:29]([C:32]1[CH:37]=[CH:36][C:35]([NH2:38])=[CH:34][CH:33]=1)(=[O:31])=[O:30])[CH2:6][C@@H:7]([OH:28])[C@@H:8]([NH:16][C:17]([O:19][C@@H:20]1[C@@H:24]2[CH2:25][CH2:26][O:27][C@@H:23]2[O:22][CH2:21]1)=[O:18])[CH2:9][C:10]1[CH:15]=[CH:14][CH:13]=[CH:12][CH:11]=1)[CH3:1].[CH3:17][O:19][CH2:20][CH2:21][OH:22]. (4) Given the reactants [CH3:1][N:2]([C:6]1[CH:11]=[CH:10][CH:9]=[CH:8][CH:7]=1)[C:3](Cl)=[O:4].[CH2:12]([O:14][CH2:15][C:16]1[N:17]([CH2:28][CH2:29][CH:30]2[CH2:35][CH2:34][NH:33][CH2:32][CH2:31]2)[C:18]2[C:23]([CH3:24])=[C:22]([CH3:25])[N:21]=[C:20]([NH2:26])[C:19]=2[N:27]=1)[CH3:13], predict the reaction product. The product is: [NH2:26][C:20]1[C:19]2[N:27]=[C:16]([CH2:15][O:14][CH2:12][CH3:13])[N:17]([CH2:28][CH2:29][CH:30]3[CH2:35][CH2:34][N:33]([C:3]([N:2]([CH3:1])[C:6]4[CH:11]=[CH:10][CH:9]=[CH:8][CH:7]=4)=[O:4])[CH2:32][CH2:31]3)[C:18]=2[C:23]([CH3:24])=[C:22]([CH3:25])[N:21]=1.